From a dataset of Forward reaction prediction with 1.9M reactions from USPTO patents (1976-2016). Predict the product of the given reaction. (1) Given the reactants [Cl:1][C:2]1[CH:3]=[C:4]([S:20](Cl)(=[O:22])=[O:21])[CH:5]=[C:6]([Cl:19])[C:7]=1[O:8][C:9]1[CH:14]=[CH:13][C:12]([N+:15]([O-:17])=[O:16])=[CH:11][C:10]=1[Cl:18].CCN(C(C)C)C(C)C.[CH:33]([O:36][C:37]1[CH:43]=[CH:42][C:40]([NH2:41])=[CH:39][CH:38]=1)([CH3:35])[CH3:34], predict the reaction product. The product is: [Cl:1][C:2]1[CH:3]=[C:4]([S:20]([NH:41][C:40]2[CH:39]=[CH:38][C:37]([O:36][CH:33]([CH3:35])[CH3:34])=[CH:43][CH:42]=2)(=[O:22])=[O:21])[CH:5]=[C:6]([Cl:19])[C:7]=1[O:8][C:9]1[CH:14]=[CH:13][C:12]([N+:15]([O-:17])=[O:16])=[CH:11][C:10]=1[Cl:18]. (2) Given the reactants [CH2:1]([N:3]1[C:7]2=[N:8][CH:9]=[C:10]([C:19]([OH:21])=O)[C:11]([NH:12][CH:13]3[CH2:18][CH2:17][O:16][CH2:15][CH2:14]3)=[C:6]2[CH:5]=[N:4]1)[CH3:2].[NH2:22][C@@H:23]([CH2:26][C:27]1[CH:32]=[CH:31][CH:30]=[CH:29][CH:28]=1)[CH2:24][OH:25].C(N1C2=NC=C(C(N[C@H](C3C=CC=CC=3)CO)=O)C(NC3CCOCC3)=C2C=N1)C, predict the reaction product. The product is: [CH2:1]([N:3]1[C:7]2=[N:8][CH:9]=[C:10]([C:19]([NH:22][C@@H:23]([CH2:26][C:27]3[CH:32]=[CH:31][CH:30]=[CH:29][CH:28]=3)[CH2:24][OH:25])=[O:21])[C:11]([NH:12][CH:13]3[CH2:14][CH2:15][O:16][CH2:17][CH2:18]3)=[C:6]2[CH:5]=[N:4]1)[CH3:2]. (3) Given the reactants [CH3:1][O:2][C:3]1[CH:4]=[C:5]([CH:8]=[C:9]([O:13][CH3:14])[C:10]=1[O:11][CH3:12])[CH:6]=O.[N:15]([CH2:18][C:19]([O:21][CH3:22])=[O:20])=[N+:16]=[N-:17].[Na], predict the reaction product. The product is: [CH3:1][O:2][C:3]1[CH:4]=[C:5]([CH:6]=[C:18]([N:15]=[N+:16]=[N-:17])[C:19]([O:21][CH3:22])=[O:20])[CH:8]=[C:9]([O:13][CH3:14])[C:10]=1[O:11][CH3:12]. (4) Given the reactants [CH:1]1[C:14]2[CH2:13][C:12]3[C:7](=[CH:8][CH:9]=[CH:10][CH:11]=3)[NH:6][C:5]=2[CH:4]=[CH:3][CH:2]=1.CC(C)([O-])C.[Na+].Br[C:22]1[C:27]([CH3:28])=[CH:26][CH:25]=[CH:24][C:23]=1[CH3:29], predict the reaction product. The product is: [CH3:29][C:23]1[CH:24]=[CH:25][CH:26]=[C:27]([CH3:28])[C:22]=1[N:6]1[C:7]2[C:12](=[CH:11][CH:10]=[CH:9][CH:8]=2)[CH2:13][C:14]2[CH:1]=[CH:2][CH:3]=[CH:4][C:5]1=2. (5) Given the reactants [F:1][C:2]1[CH:23]=[CH:22][CH:21]=[CH:20][C:3]=1[CH2:4][C:5]1([OH:19])[CH2:11][O:10][CH2:9][CH2:8][N:7](C(OC(C)(C)C)=O)[CH2:6]1.[ClH:24].O1CCOCC1, predict the reaction product. The product is: [ClH:24].[F:1][C:2]1[CH:23]=[CH:22][CH:21]=[CH:20][C:3]=1[CH2:4][C:5]1([OH:19])[CH2:11][O:10][CH2:9][CH2:8][NH:7][CH2:6]1. (6) Given the reactants Cl.[CH3:2][N:3]1[CH2:8][CH2:7][CH:6]=[C:5]([C:9]([O:11]C)=O)[CH2:4]1.C1COCC1.CO.[NH2:20][OH:21].[OH-].[Na+], predict the reaction product. The product is: [OH:21][NH:20][C:9]([C:5]1[CH2:4][N:3]([CH3:2])[CH2:8][CH2:7][CH:6]=1)=[O:11]. (7) Given the reactants [Cl:1][C:2]1[CH:7]=[CH:6][C:5](/[CH:8]=[CH:9]/[C:10]([NH2:12])=[O:11])=[CH:4][C:3]=1[CH2:13][CH3:14], predict the reaction product. The product is: [Cl:1][C:2]1[CH:7]=[CH:6][C:5]([CH2:8][CH2:9][C:10]([NH2:12])=[O:11])=[CH:4][C:3]=1[CH2:13][CH3:14].